This data is from Reaction yield outcomes from USPTO patents with 853,638 reactions. The task is: Predict the reaction yield, written as a fraction of the theoretical maximum amount of product (1.0 means a 100% yield; for example, 0.34 means a 34% yield). (1) The reactants are [NH2:1][N:2]1[CH:6]=[CH:5][C:4]([C:7]2[CH:12]=[CH:11][CH:10]=[CH:9][CH:8]=2)=[C:3]1[C:13]([O:15][CH3:16])=[O:14].CN(C(ON1N=NC2C=CC=NC1=2)=[N+](C)C)C.F[P-](F)(F)(F)(F)F.[S:41]([C:45]1[CH:46]=[N:47][CH:48]=[C:49]([CH:53]=1)[C:50](O)=[O:51])(=[O:44])(=[O:43])[NH2:42]. The catalyst is CN(C=O)C.CN(C1C=CN=CC=1)C. The product is [C:7]1([C:4]2[CH:5]=[CH:6][N:2]([NH:1][C:50](=[O:51])[C:49]3[CH:53]=[C:45]([S:41](=[O:43])(=[O:44])[NH2:42])[CH:46]=[N:47][CH:48]=3)[C:3]=2[C:13]([O:15][CH3:16])=[O:14])[CH:12]=[CH:11][CH:10]=[CH:9][CH:8]=1. The yield is 0.324. (2) The yield is 0.770. The reactants are [Cl:1][C:2]1[CH:7]=[CH:6][C:5]([C:8]([OH:10])=O)=[CH:4][C:3]=1[N:11]1[C:15]([CH:16]2[CH2:18][CH2:17]2)=[C:14]([C:19]([O:21][CH2:22][CH3:23])=[O:20])[CH:13]=[N:12]1.[CH3:24][NH2:25]. The product is [Cl:1][C:2]1[CH:7]=[CH:6][C:5]([C:8]([NH:25][CH3:24])=[O:10])=[CH:4][C:3]=1[N:11]1[C:15]([CH:16]2[CH2:17][CH2:18]2)=[C:14]([C:19]([O:21][CH2:22][CH3:23])=[O:20])[CH:13]=[N:12]1. The catalyst is S(Cl)(Cl)=O.C(Cl)Cl.CN(C)C1C=CN=CC=1.